Dataset: Full USPTO retrosynthesis dataset with 1.9M reactions from patents (1976-2016). Task: Predict the reactants needed to synthesize the given product. (1) Given the product [CH:36]([C:28]1[CH:29]=[CH:30][CH:31]=[C:32]([CH:33]([CH3:35])[CH3:34])[C:27]=1[N:24]1[C:25](=[O:26])[C:9]2[C:10]3[C:21]4[C:6](=[CH:7][CH:8]=2)[C:5]2[C:20]5[C:19]([C:2]([C:48]#[C:47][CH2:46][CH2:45][CH2:44][CH2:43][O:42][C:39](=[O:41])[CH3:40])=[CH:3][CH:4]=2)=[CH:18][CH:17]=[CH:16][C:15]=5[C:14]=4[CH:13]=[CH:12][C:11]=3[C:22]1=[O:23])([CH3:38])[CH3:37], predict the reactants needed to synthesize it. The reactants are: Br[C:2]1[C:19]2[C:20]3[C:5]([C:6]4[C:21]5[C:10]6=[C:11]([C:22]([N:24]([C:27]7[C:32]([CH:33]([CH3:35])[CH3:34])=[CH:31][CH:30]=[CH:29][C:28]=7[CH:36]([CH3:38])[CH3:37])[C:25](=[O:26])[C:9]6=[CH:8][CH:7]=4)=[O:23])[CH:12]=[CH:13][C:14]=5[C:15]=3[CH:16]=[CH:17][CH:18]=2)=[CH:4][CH:3]=1.[C:39]([O:42][CH2:43][CH2:44][CH2:45][CH2:46][C:47]#[CH:48])(=[O:41])[CH3:40].Cl. (2) Given the product [CH3:16][O:15][C:11]1[CH:12]=[C:13]2[C:8](=[CH:9][C:10]=1[O:17][CH3:18])[NH:7][C:6](=[O:19])[C:5]([C:3]([OH:4])=[O:2])=[CH:14]2, predict the reactants needed to synthesize it. The reactants are: C[O:2][C:3]([C:5]1[C:6](=[O:19])[NH:7][C:8]2[C:13]([CH:14]=1)=[CH:12][C:11]([O:15][CH3:16])=[C:10]([O:17][CH3:18])[CH:9]=2)=[O:4].[OH-].[Na+].Cl. (3) The reactants are: [F:1][C:2]1[C:3]([OH:14])=[C:4]([C:11]([OH:13])=O)[C:5](=[O:10])[N:6]([CH3:9])[C:7]=1[CH3:8].C(N1C=CN=C1)(N1C=CN=C1)=O.[NH2:27][C:28]1[CH:29]=[CH:30][C:31]([C:34]#[N:35])=[N:32][CH:33]=1. Given the product [CH3:9][N:6]1[C:7]([CH3:8])=[C:2]([F:1])[C:3]([OH:14])=[C:4]([C:11]([NH:27][C:28]2[CH:33]=[N:32][C:31]([C:34]#[N:35])=[CH:30][CH:29]=2)=[O:13])[C:5]1=[O:10], predict the reactants needed to synthesize it.